This data is from Peptide-MHC class I binding affinity with 185,985 pairs from IEDB/IMGT. The task is: Regression. Given a peptide amino acid sequence and an MHC pseudo amino acid sequence, predict their binding affinity value. This is MHC class I binding data. (1) The peptide sequence is SFQVDCFLWH. The MHC is HLA-A31:01 with pseudo-sequence HLA-A31:01. The binding affinity (normalized) is 0.390. (2) The peptide sequence is YQGMLPVCPL. The MHC is HLA-A02:06 with pseudo-sequence HLA-A02:06. The binding affinity (normalized) is 0.528. (3) The binding affinity (normalized) is 0.230. The MHC is HLA-A24:02 with pseudo-sequence HLA-A24:02. The peptide sequence is MRTNFLIKF. (4) The peptide sequence is ILFIMFMLI. The MHC is HLA-A02:03 with pseudo-sequence HLA-A02:03. The binding affinity (normalized) is 0.658. (5) The peptide sequence is TMEVVQQTR. The MHC is HLA-A68:01 with pseudo-sequence HLA-A68:01. The binding affinity (normalized) is 0.291.